From a dataset of Catalyst prediction with 721,799 reactions and 888 catalyst types from USPTO. Predict which catalyst facilitates the given reaction. (1) Reactant: [Cl:1][CH2:2][CH2:3][O:4][C:5]1[CH:6]=[C:7]([CH2:11][C:12](=[O:16])[CH2:13][C:14]#[N:15])[CH:8]=[CH:9][CH:10]=1.[CH3:17][N:18]([CH:20](OC)OC)[CH3:19].[CH3:25][O:26][C:27]1[CH:28]=[C:29]([CH:32]=[CH:33][C:34]=1[O:35][CH3:36])CN. Product: [Cl:1][CH2:2][CH2:3][O:4][C:5]1[CH:6]=[C:7]([C:11]2[C:12](=[O:16])[C:13]([C:14]#[N:15])=[CH:20][N:18]([CH2:17][C:32]3[CH:29]=[CH:28][C:27]([O:26][CH3:25])=[C:34]([O:35][CH3:36])[CH:33]=3)[CH:19]=2)[CH:8]=[CH:9][CH:10]=1. The catalyst class is: 575. (2) Reactant: C([O:4][C@H:5]1[C@H:10]([O:11]C(=O)C)[C@@H:9]([O:15]C(=O)C)[C@H:8]([C:19]2[CH:24]=[CH:23][C:22]([C:25]#[N:26])=[C:21]([CH2:27][C:28]3[S:29][C:30]([C:33]4[O:34][CH:35]=[CH:36][CH:37]=4)=[CH:31][N:32]=3)[CH:20]=2)[O:7][C@@H:6]1[CH2:38][O:39]C(=O)C)(=O)C.C[O-].[Na+].C(O)(=O)C. Product: [O:34]1[CH:35]=[CH:36][CH:37]=[C:33]1[C:30]1[S:29][C:28]([CH2:27][C:21]2[CH:20]=[C:19]([C@H:8]3[C@H:9]([OH:15])[C@@H:10]([OH:11])[C@H:5]([OH:4])[C@@H:6]([CH2:38][OH:39])[O:7]3)[CH:24]=[CH:23][C:22]=2[C:25]#[N:26])=[N:32][CH:31]=1. The catalyst class is: 5. (3) Reactant: [OH:1][C@H:2]([CH3:20])[CH2:3][CH2:4][CH2:5][CH2:6][N:7]1[C:16](=[O:17])[C:15]2[NH:14][C:13]([Br:18])=[N:12][C:11]=2[N:10]([CH3:19])[C:8]1=[O:9].C(=O)([O-])[O-].[K+].[K+].[CH2:27]([O:29][CH2:30]Cl)[CH3:28]. Product: [OH:1][C@H:2]([CH3:20])[CH2:3][CH2:4][CH2:5][CH2:6][N:7]1[C:16](=[O:17])[C:15]2[N:14]([CH2:30][O:29][CH2:27][CH3:28])[C:13]([Br:18])=[N:12][C:11]=2[N:10]([CH3:19])[C:8]1=[O:9]. The catalyst class is: 9. (4) Reactant: [N:1]1[C:2]([C:10]([OH:12])=O)=[CH:3][N:4]2[CH2:9][CH2:8][CH2:7][CH2:6][C:5]=12.[NH2:13][C@@H:14]([CH3:31])[CH2:15][N:16]1[CH:20]=[CH:19][C:18]([C:21]2[CH:28]=[C:27]([F:29])[C:24]([C:25]#[N:26])=[C:23]([Cl:30])[CH:22]=2)=[N:17]1.CN(C=O)C. Product: [Cl:30][C:23]1[CH:22]=[C:21]([C:18]2[CH:19]=[CH:20][N:16]([CH2:15][C@@H:14]([NH:13][C:10]([C:2]3[N:1]=[C:5]4[CH2:6][CH2:7][CH2:8][CH2:9][N:4]4[CH:3]=3)=[O:12])[CH3:31])[N:17]=2)[CH:28]=[C:27]([F:29])[C:24]=1[C:25]#[N:26]. The catalyst class is: 6. (5) Reactant: [Cl:1][C:2]1[CH:13]=[CH:12][C:5]([C:6](N(OC)C)=[O:7])=[C:4]([NH:14][C:15]2[CH:20]=[CH:19][CH:18]=[CH:17][CH:16]=2)[CH:3]=1.[CH2:21]([Mg]Br)[CH3:22].CCCCCC.C(OCC)(=O)C. Product: [Cl:1][C:2]1[CH:13]=[CH:12][C:5]([C:6](=[O:7])[CH2:21][CH3:22])=[C:4]([NH:14][C:15]2[CH:20]=[CH:19][CH:18]=[CH:17][CH:16]=2)[CH:3]=1. The catalyst class is: 1.